Dataset: Forward reaction prediction with 1.9M reactions from USPTO patents (1976-2016). Task: Predict the product of the given reaction. (1) Given the reactants [Cl:1][C:2]1[C:3]([N+:13]([O-:15])=[O:14])=[C:4]2[C:9](=[CH:10][CH:11]=1)[C:8](=[O:12])O[CH:6]=[CH:5]2.CO.C(N(CC)CC)C.Cl.[NH2:26][C@H:27]([CH3:31])[C:28]([NH2:30])=[O:29], predict the reaction product. The product is: [Cl:1][C:2]1[C:3]([N+:13]([O-:15])=[O:14])=[C:4]2[C:9](=[CH:10][CH:11]=1)[C:8](=[O:12])[N:26]([C@H:27]([CH3:31])[C:28]([NH2:30])=[O:29])[CH:6]=[CH:5]2. (2) Given the reactants [CH2:1]([O:4][C:5](=[O:26])[C@@H:6]([NH2:25])[CH2:7][C:8]1[CH:13]=[CH:12][C:11]([C:14]2[C:15](=[O:24])[N:16]([CH3:23])[C:17](=[O:22])[N:18]([CH3:21])[C:19]=2[CH3:20])=[CH:10][CH:9]=1)[CH2:2][CH3:3].[N:27]([CH2:30][CH2:31][CH2:32][CH2:33][C:34]1([C:39](O)=[O:40])[CH2:38][CH2:37][CH2:36][CH2:35]1)=[N+:28]=[N-:29].CN(C(ON1N=NC2C=CC=CC1=2)=[N+](C)C)C.F[P-](F)(F)(F)(F)F.CCN(C(C)C)C(C)C, predict the reaction product. The product is: [CH2:1]([O:4][C:5](=[O:26])[C@@H:6]([NH:25][C:39]([C:34]1([CH2:33][CH2:32][CH2:31][CH2:30][N:27]=[N+:28]=[N-:29])[CH2:38][CH2:37][CH2:36][CH2:35]1)=[O:40])[CH2:7][C:8]1[CH:9]=[CH:10][C:11]([C:14]2[C:15](=[O:24])[N:16]([CH3:23])[C:17](=[O:22])[N:18]([CH3:21])[C:19]=2[CH3:20])=[CH:12][CH:13]=1)[CH2:2][CH3:3]. (3) Given the reactants [NH:1]1[CH2:6][CH2:5][NH:4][CH2:3][C:2]1=[O:7].[C:8](Cl)(=[O:17])[O:9][CH2:10][C:11]1[CH:16]=[CH:15][CH:14]=[CH:13][CH:12]=1.C(=O)([O-])[O-].[Na+].[Na+].C(OCC)(=O)C, predict the reaction product. The product is: [CH2:10]([O:9][C:8]([N:4]1[CH2:5][CH2:6][NH:1][C:2](=[O:7])[CH2:3]1)=[O:17])[C:11]1[CH:16]=[CH:15][CH:14]=[CH:13][CH:12]=1. (4) Given the reactants [CH2:1]([C@@:4]1([CH3:30])[CH2:9][C@H:8]([C:10]2[CH:15]=[CH:14][CH:13]=[C:12]([Cl:16])[CH:11]=2)[C@@H:7]([C:17]2[CH:22]=[CH:21][C:20]([Cl:23])=[CH:19][CH:18]=2)[N:6]([C@@H:24]([CH2:27][CH3:28])[CH2:25][OH:26])[C:5]1=[O:29])[CH:2]=[CH2:3].[H-].[Na+].I[CH3:34], predict the reaction product. The product is: [CH2:1]([C@@:4]1([CH3:30])[CH2:9][C@H:8]([C:10]2[CH:15]=[CH:14][CH:13]=[C:12]([Cl:16])[CH:11]=2)[C@@H:7]([C:17]2[CH:18]=[CH:19][C:20]([Cl:23])=[CH:21][CH:22]=2)[N:6]([C@@H:24]([CH2:27][CH3:28])[CH2:25][O:26][CH3:34])[C:5]1=[O:29])[CH:2]=[CH2:3].